Dataset: Full USPTO retrosynthesis dataset with 1.9M reactions from patents (1976-2016). Task: Predict the reactants needed to synthesize the given product. (1) Given the product [CH:1]1([CH2:7][C:8]2[NH:12][C:11]([C:13]([OH:15])=[O:14])=[CH:10][C:9]=2[C:17]2[CH:22]=[C:21]([C:23]([CH3:25])([CH3:24])[CH3:26])[CH:20]=[C:19]([C:27]([CH3:30])([CH3:29])[CH3:28])[CH:18]=2)[CH2:6][CH2:5][CH2:4][CH2:3][CH2:2]1, predict the reactants needed to synthesize it. The reactants are: [CH:1]1([CH2:7][C:8]2[NH:12][C:11]([C:13]([O:15]C)=[O:14])=[CH:10][C:9]=2[C:17]2[CH:22]=[C:21]([C:23]([CH3:26])([CH3:25])[CH3:24])[CH:20]=[C:19]([C:27]([CH3:30])([CH3:29])[CH3:28])[CH:18]=2)[CH2:6][CH2:5][CH2:4][CH2:3][CH2:2]1.[OH-].[Na+].Cl. (2) Given the product [CH3:1][O:2][C:3]1[CH:4]=[C:5]([C@H:9]2[CH2:10][C:11](=[O:12])[O:17][C:16]3[CH:25]=[CH:26][CH:27]=[CH:28][C:15]=3[CH2:14]2)[CH:6]=[CH:7][CH:8]=1, predict the reactants needed to synthesize it. The reactants are: [CH3:1][O:2][C:3]1[CH:4]=[C:5](/[CH:9]=[CH:10]/[CH:11]=[O:12])[CH:6]=[CH:7][CH:8]=1.Br[CH2:14][C:15]1[CH:28]=[CH:27][CH:26]=[CH:25][C:16]=1[O:17][Si](C(C)(C)C)(C)C.